This data is from Full USPTO retrosynthesis dataset with 1.9M reactions from patents (1976-2016). The task is: Predict the reactants needed to synthesize the given product. (1) Given the product [NH2:24][C@@H:21]1[CH2:22][CH2:23][N:19]([C:5]2[C:4]3[C:9](=[CH:10][CH:11]=[C:2]([F:1])[CH:3]=3)[N:8]=[C:7]([C:12]3[CH:17]=[CH:16][CH:15]=[CH:14][C:13]=3[OH:18])[N:6]=2)[CH2:20]1, predict the reactants needed to synthesize it. The reactants are: [F:1][C:2]1[CH:3]=[C:4]2[C:9](=[CH:10][CH:11]=1)[N:8]=[C:7]([C:12]1[CH:17]=[CH:16][CH:15]=[CH:14][C:13]=1[OH:18])[N:6]=[C:5]2[N:19]1[CH2:23][CH2:22][C@@H:21]([NH:24]C(=O)OCC2C=CC=CC=2)[CH2:20]1. (2) The reactants are: [C:1](Cl)(=O)C.[Cl:5][C:6]1[CH:11]=[CH:10][CH:9]=[CH:8][C:7]=1[CH:12]=[CH:13][C:14](=[O:18])[C:15]([OH:17])=[O:16]. Given the product [CH3:1][O:16][C:15](=[O:17])[C:14](=[O:18])[CH:13]=[CH:12][C:7]1[CH:8]=[CH:9][CH:10]=[CH:11][C:6]=1[Cl:5], predict the reactants needed to synthesize it.